Dataset: Full USPTO retrosynthesis dataset with 1.9M reactions from patents (1976-2016). Task: Predict the reactants needed to synthesize the given product. (1) Given the product [C:9]([O:8][CH2:7][C:6]([O:17][C:14](=[O:16])[CH3:15])([N:12]=[O:13])[CH2:5][O:4][C:1](=[O:3])[CH3:2])(=[O:11])[CH3:10], predict the reactants needed to synthesize it. The reactants are: [C:1]([O:4][CH2:5][C:6](=[N:12][OH:13])[CH2:7][O:8][C:9](=[O:11])[CH3:10])(=[O:3])[CH3:2].[C:14]([O-:17])(=[O:16])[CH3:15].[C:14]([O-:17])(=[O:16])[CH3:15].[C:14]([O-:17])(=[O:16])[CH3:15].[C:14]([O-:17])(=[O:16])[CH3:15].[Pb+4]. (2) The reactants are: Cl[C:2]1[N:7]=[CH:6][C:5]([S:8]([C:11]2[N:15]([C:16]3[CH:21]=[CH:20][C:19]([CH3:22])=[CH:18][C:17]=3[F:23])[N:14]=[C:13]([CH2:24][N:25]([CH3:33])[C:26](=[O:32])[O:27][C:28]([CH3:31])([CH3:30])[CH3:29])[CH:12]=2)(=[O:10])=[O:9])=[CH:4][CH:3]=1.[C:34](=O)([O-])[O-].[K+].[K+].CB(O)O. Given the product [CH3:34][C:2]1[N:7]=[CH:6][C:5]([S:8]([C:11]2[N:15]([C:16]3[CH:21]=[CH:20][C:19]([CH3:22])=[CH:18][C:17]=3[F:23])[N:14]=[C:13]([CH2:24][N:25]([CH3:33])[C:26](=[O:32])[O:27][C:28]([CH3:29])([CH3:31])[CH3:30])[CH:12]=2)(=[O:9])=[O:10])=[CH:4][CH:3]=1, predict the reactants needed to synthesize it. (3) Given the product [ClH:1].[NH2:30][C:26]1[CH:25]=[C:24]([O:23][C:20]2[CH:21]=[CH:22][C:17]([NH:16][C:14](=[O:15])[CH2:13][C:12]([NH:11][CH:34]3[CH2:39][CH2:38][CH2:37][CH2:36][CH2:35]3)=[O:32])=[CH:18][C:19]=2[F:31])[CH:29]=[CH:28][N:27]=1, predict the reactants needed to synthesize it. The reactants are: [ClH:1].NC(=O)[C@@H]([NH:11][C:12](=[O:32])[CH2:13][C:14]([NH:16][C:17]1[CH:22]=[CH:21][C:20]([O:23][C:24]2[CH:29]=[CH:28][N:27]=[C:26]([NH2:30])[CH:25]=2)=[C:19]([F:31])[CH:18]=1)=[O:15])C1C=CC=CC=1.[CH:34]1(N)[CH2:39][CH2:38][CH2:37][CH2:36][CH2:35]1. (4) Given the product [F:12][C@@H:11]1[CH2:10][N:9]([C:13]([C:53]2[N:52]=[N:51][N:50]([CH3:49])[CH:54]=2)=[O:15])[CH2:8][C:7]([CH3:20])([CH3:21])[C@@H:6]1[O:5][C:4]1[CH:22]=[CH:23][C:24]([C:26]2[N:31]=[C:30]([NH:32][C:33]3[CH:34]=[CH:35][C:36]([N:39]4[CH2:44][CH2:43][N:42]([CH:45]5[CH2:46][O:47][CH2:48]5)[CH2:41][CH2:40]4)=[CH:37][CH:38]=3)[N:29]=[CH:28][N:27]=2)=[CH:25][C:3]=1[C:1]#[N:2], predict the reactants needed to synthesize it. The reactants are: [C:1]([C:3]1[CH:25]=[C:24]([C:26]2[N:31]=[C:30]([NH:32][C:33]3[CH:38]=[CH:37][C:36]([N:39]4[CH2:44][CH2:43][N:42]([CH:45]5[CH2:48][O:47][CH2:46]5)[CH2:41][CH2:40]4)=[CH:35][CH:34]=3)[N:29]=[CH:28][N:27]=2)[CH:23]=[CH:22][C:4]=1[O:5][C@@H:6]1[C@H:11]([F:12])[CH2:10][N:9]([C:13]([O:15]C(C)(C)C)=O)[CH2:8][C:7]1([CH3:21])[CH3:20])#[N:2].[CH3:49][N:50]1[CH:54]=[C:53](C(O)=O)[N:52]=[N:51]1. (5) Given the product [CH2:1]([O:3][C:4]1[CH:13]=[C:12]2[C:7]([C:8]([CH:16]([CH3:18])[CH3:17])=[CH:9][C:10]([CH3:14])([CH3:15])[O:11]2)=[CH:6][C:5]=1/[C:19](/[CH2:31][CH3:32])=[CH:20]\[CH:21]=[CH:22]\[C:23](\[CH3:30])=[CH:24]\[C:25]([OH:27])=[O:26])[CH3:2], predict the reactants needed to synthesize it. The reactants are: [CH2:1]([O:3][C:4]1[CH:13]=[C:12]2[C:7]([C:8]([CH:16]([CH3:18])[CH3:17])=[CH:9][C:10]([CH3:15])([CH3:14])[O:11]2)=[CH:6][C:5]=1/[C:19](/[CH2:31][CH3:32])=[CH:20]\[CH:21]=[CH:22]\[C:23](\[CH3:30])=[CH:24]\[C:25]([O:27]CC)=[O:26])[CH3:2].[OH-].[Na+]. (6) Given the product [Cl:33][C:34]1[CH:48]=[CH:47][C:37]2[N:38]=[C:39]([N:41]3[CH2:46][CH2:45][N:44]([C:9]([C:8]4[CH:12]=[C:13]([N+:16]([O-:18])=[O:17])[CH:14]=[CH:15][C:7]=4[N:1]4[CH2:2][CH2:3][O:4][CH2:5][CH2:6]4)=[O:11])[CH2:43][CH2:42]3)[S:40][C:36]=2[CH:35]=1, predict the reactants needed to synthesize it. The reactants are: [N:1]1([C:7]2[CH:15]=[CH:14][C:13]([N+:16]([O-:18])=[O:17])=[CH:12][C:8]=2[C:9]([OH:11])=O)[CH2:6][CH2:5][O:4][CH2:3][CH2:2]1.CN(C)C=O.C(N(C(C)C)C(C)C)C.[Cl:33][C:34]1[CH:48]=[CH:47][C:37]2[N:38]=[C:39]([N:41]3[CH2:46][CH2:45][NH:44][CH2:43][CH2:42]3)[S:40][C:36]=2[CH:35]=1.